From a dataset of Catalyst prediction with 721,799 reactions and 888 catalyst types from USPTO. Predict which catalyst facilitates the given reaction. Reactant: Br[C:2]1[CH:7]=[C:6]([O:8][C:9]([F:12])([F:11])[F:10])[CH:5]=[CH:4][C:3]=1[Cl:13].[CH2:14](C([Sn])=C(CCCC)CCCC)[CH2:15]CC. Product: [Cl:13][C:3]1[CH:4]=[CH:5][C:6]([O:8][C:9]([F:12])([F:11])[F:10])=[CH:7][C:2]=1[CH:14]=[CH2:15]. The catalyst class is: 11.